From a dataset of Full USPTO retrosynthesis dataset with 1.9M reactions from patents (1976-2016). Predict the reactants needed to synthesize the given product. (1) Given the product [Cl:16][C:17](=[N:18][S:19][N:8]1[C:9]([CH3:14])([CH3:13])[CH2:10][CH2:11][CH2:12][C:7]1([CH3:15])[CH3:6])[C:21]#[N:20], predict the reactants needed to synthesize it. The reactants are: [Li]CCCC.[CH3:6][C:7]1([CH3:15])[CH2:12][CH2:11][CH2:10][C:9]([CH3:14])([CH3:13])[NH:8]1.[Cl:16][C:17]1[C:21](Cl)=[N:20][S:19][N:18]=1.O. (2) The reactants are: [OH-].[Na+:2].[Cl:3][C:4]1[CH:9]=[CH:8][C:7]([S:10]([C:13]2[C:21]3[C:16](=[CH:17][CH:18]=[C:19](C)[CH:20]=3)[N:15]([CH2:23][C:24]([OH:26])=[O:25])[C:14]=2[CH3:27])(=[O:12])=[O:11])=[CH:6][CH:5]=1.[Cl:28]C1C=CC(S(C2C3C(=CC=C(C)C=3)N(CC(OCC)=O)C=2C)(=O)=O)=CC=1. Given the product [Cl:28][C:19]1[CH:20]=[C:21]2[C:16](=[CH:17][CH:18]=1)[N:15]([CH2:23][C:24]([O-:26])=[O:25])[C:14]([CH3:27])=[C:13]2[S:10]([C:7]1[CH:8]=[CH:9][C:4]([Cl:3])=[CH:5][CH:6]=1)(=[O:12])=[O:11].[Na+:2], predict the reactants needed to synthesize it. (3) Given the product [C:1]([O:5][C:6]([NH:8][C@@H:9]([CH2:23][C@H:24]1[CH2:29][CH2:28][C@H:27]([F:39])[CH2:26][CH2:25]1)[CH2:10][N:11]([CH3:22])[C:12](=[O:21])[O:13][CH2:14][C:15]1[CH:20]=[CH:19][CH:18]=[CH:17][CH:16]=1)=[O:7])([CH3:4])([CH3:3])[CH3:2], predict the reactants needed to synthesize it. The reactants are: [C:1]([O:5][C:6]([NH:8][C@@H:9]([CH2:23][C@H:24]1[CH2:29][CH2:28][C@@H:27](O)[CH2:26][CH2:25]1)[CH2:10][N:11]([CH3:22])[C:12](=[O:21])[O:13][CH2:14][C:15]1[CH:20]=[CH:19][CH:18]=[CH:17][CH:16]=1)=[O:7])([CH3:4])([CH3:3])[CH3:2].CCN(CC)CC.[F-].[F:39]C(F)(S(F)(=O)=O)C(F)(F)C(F)(F)C(F)(F)F.C1COCC1. (4) Given the product [Br:1][C:2]1[CH:11]=[C:10]2[C:5]([C:6]([NH:13][C:14]3[CH:19]=[CH:18][C:17]([C:20]([F:22])([F:21])[F:23])=[CH:16][N:15]=3)=[N:7][CH:8]=[N:9]2)=[CH:4][CH:3]=1, predict the reactants needed to synthesize it. The reactants are: [Br:1][C:2]1[CH:11]=[C:10]2[C:5]([C:6](Cl)=[N:7][CH:8]=[N:9]2)=[CH:4][CH:3]=1.[NH2:13][C:14]1[CH:19]=[CH:18][C:17]([C:20]([F:23])([F:22])[F:21])=[CH:16][N:15]=1. (5) Given the product [Cl:12][C:13]1[CH:14]=[C:15]2[C:20](=[CH:21][CH:22]=1)[CH:19]=[C:18]([S:23]([CH2:26][CH2:27][C:28]([N:30]1[CH2:35][CH2:34][CH:33]([CH2:36][CH2:37][C:5]3[N:1]=[CH:2][NH:3][CH:4]=3)[CH2:32][CH2:31]1)=[O:29])(=[O:24])=[O:25])[CH:17]=[CH:16]2, predict the reactants needed to synthesize it. The reactants are: [NH:1]1[CH:5]=[CH:4][N:3]=[CH:2]1.C(=O)([O-])[O-].[K+].[K+].[Cl:12][C:13]1[CH:14]=[C:15]2[C:20](=[CH:21][CH:22]=1)[CH:19]=[C:18]([S:23]([CH2:26][CH2:27][C:28]([N:30]1[CH2:35][CH2:34][CH:33]([CH2:36][CH2:37]I)[CH2:32][CH2:31]1)=[O:29])(=[O:25])=[O:24])[CH:17]=[CH:16]2. (6) Given the product [Br:25][CH:7]([CH:4]1[CH2:5][CH2:6][O:1][CH2:2][CH2:3]1)[C:8]([O:10][CH3:11])=[O:9], predict the reactants needed to synthesize it. The reactants are: [O:1]1[CH2:6][CH2:5][CH:4]([CH2:7][C:8]([O:10][CH3:11])=[O:9])[CH2:3][CH2:2]1.[Li+].CC([N-]C(C)C)C.C[Si](Cl)(C)C.[Br:25]N1C(=O)CCC1=O. (7) The reactants are: Br[C:2]1[CH:3]=[C:4]([C:9]([OH:11])=O)[CH:5]=[N:6][C:7]=1Cl.[Cl:12][C:13]1[CH:18]=[CH:17][C:16](B(O)O)=[CH:15][CH:14]=1.[NH2:22][C@@H:23]1[CH2:28][CH2:27][CH2:26][CH2:25][C@H:24]1[OH:29]. Given the product [Cl:12][C:13]1[CH:18]=[CH:17][C:16]([C:2]2[C:7]([O:11][CH2:9][CH:4]([CH3:5])[CH3:3])=[N:6][CH:5]=[C:4]([CH:3]=2)[C:9]([NH:22][C@@H:23]2[CH2:28][CH2:27][CH2:26][CH2:25][C@H:24]2[OH:29])=[O:11])=[CH:15][CH:14]=1, predict the reactants needed to synthesize it. (8) Given the product [Cl:57][C:58]1[CH:63]=[C:62]([Cl:64])[CH:61]=[CH:60][C:59]=1[CH2:65][NH:66][C:14]([CH:13]1[CH2:12][N:11]([C:17]2[CH:18]=[N:19][C:20]([O:23][CH3:24])=[CH:21][CH:22]=2)[C:10](=[O:25])[N:9]1[CH3:8])=[O:16], predict the reactants needed to synthesize it. The reactants are: OC(C(F)(F)F)=O.[CH3:8][N:9]1[CH:13]([C:14]([OH:16])=O)[CH2:12][N:11]([C:17]2[CH:18]=[N:19][C:20]([O:23][CH3:24])=[CH:21][CH:22]=2)[C:10]1=[O:25].C(N1CCOCC1)C.O.ON1C2C=CC=CC=2N=N1.Cl.C(N=C=NCCCN(C)C)C.[Cl:57][C:58]1[CH:63]=[C:62]([Cl:64])[CH:61]=[CH:60][C:59]=1[CH2:65][NH2:66].